This data is from Catalyst prediction with 721,799 reactions and 888 catalyst types from USPTO. The task is: Predict which catalyst facilitates the given reaction. (1) Reactant: [C:1]([O:5][C:6](=[O:15])[NH:7][C:8]1[CH:9]=[N:10][CH:11]=[C:12]([Br:14])[CH:13]=1)([CH3:4])([CH3:3])[CH3:2].[H-].[Na+].[CH3:18]I. Product: [C:1]([O:5][C:6](=[O:15])[N:7]([C:8]1[CH:9]=[N:10][CH:11]=[C:12]([Br:14])[CH:13]=1)[CH3:18])([CH3:4])([CH3:2])[CH3:3]. The catalyst class is: 1. (2) Reactant: [Cl:1][C:2]1[CH:7]=[CH:6][CH:5]=[CH:4][C:3]=1[N:8]1[C:12]([OH:13])=[CH:11][C:10]([CH2:14][C:15]([O:17][CH3:18])=[O:16])=[N:9]1.C(O)(=O)C.[Cl:23][CH2:24][C:25](OCC)(OCC)[O:26]CC. Product: [Cl:23][CH2:24][C:25]([C:11]1[C:10]([CH2:14][C:15]([O:17][CH3:18])=[O:16])=[N:9][N:8]([C:3]2[CH:4]=[CH:5][CH:6]=[CH:7][C:2]=2[Cl:1])[C:12]=1[OH:13])=[O:26]. The catalyst class is: 10. (3) Reactant: [NH:1]([C:3](=[O:20])[C@@H:4]([NH:12][C:13](=[O:19])[O:14][C:15]([CH3:18])([CH3:17])[CH3:16])[CH2:5][C:6]1[CH:11]=[CH:10][CH:9]=[CH:8][CH:7]=1)[NH2:2].[C:21](OCC)(OCC)(OCC)[CH3:22].CC(O)=O. Product: [CH3:21][C:22]1[O:20][C:3]([C@@H:4]([NH:12][C:13](=[O:19])[O:14][C:15]([CH3:17])([CH3:16])[CH3:18])[CH2:5][C:6]2[CH:11]=[CH:10][CH:9]=[CH:8][CH:7]=2)=[N:1][N:2]=1. The catalyst class is: 11. (4) Reactant: [Br:1][C:2]1[CH:7]=[CH:6][C:5]([NH:8][N:9]=[C:10](Cl)[C:11]2[C:16]([F:17])=[CH:15][CH:14]=[CH:13][C:12]=2[Cl:18])=[CH:4][CH:3]=1.[NH3:20]. Product: [Br:1][C:2]1[CH:7]=[CH:6][C:5]([NH:8][N:9]=[C:10]([C:11]2[C:16]([F:17])=[CH:15][CH:14]=[CH:13][C:12]=2[Cl:18])[NH2:20])=[CH:4][CH:3]=1. The catalyst class is: 1. (5) Reactant: [CH2:1]([N:3]([C@H:25]1[CH2:30][CH2:29][C@H:28]([N:31]([CH2:33][CH2:34][O:35][CH3:36])[CH3:32])[CH2:27][CH2:26]1)[C:4]1[C:5]([CH3:24])=[C:6]([C:21]([OH:23])=O)[CH:7]=[C:8]([C:10]2[CH:15]=[CH:14][C:13]([O:16][CH2:17][CH2:18][O:19][CH3:20])=[CH:12][CH:11]=2)[CH:9]=1)[CH3:2].[CH2:37]([N:39](CC)CC)[CH3:38].C1CN([P+](ON2N=[N:68][C:63]3[CH:64]=[CH:65][CH:66]=[CH:67][C:62]2=3)(N2CCCC2)N2CCCC2)CC1.F[P-](F)(F)(F)(F)F.CS(C)=[O:79]. Product: [CH3:38][C:37]1[NH:39][C:67]([CH3:62])=[CH:66][C:65](=[O:79])[C:64]=1[CH2:63][NH:68][C:21]([C:6]1[CH:7]=[C:8]([C:10]2[CH:11]=[CH:12][C:13]([O:16][CH2:17][CH2:18][O:19][CH3:20])=[CH:14][CH:15]=2)[CH:9]=[C:4]([N:3]([CH2:1][CH3:2])[C@H:25]2[CH2:30][CH2:29][C@H:28]([N:31]([CH2:33][CH2:34][O:35][CH3:36])[CH3:32])[CH2:27][CH2:26]2)[C:5]=1[CH3:24])=[O:23]. The catalyst class is: 6. (6) Reactant: [CH:1]([O:4][C:5]([N:7]1[CH2:10][CH:9]([O:11][C@@H:12]([C:14]2[O:18][N:17]=[C:16]([C:19]3[CH:20]=[N:21][C:22]([N:25]4[CH2:29][C@H:28]([C:30]5[CH:35]=[C:34]([F:36])[CH:33]=[CH:32][C:31]=5[F:37])[C@@H:27]([NH:38]C(OC(C)(C)C)=O)[CH2:26]4)=[N:23][CH:24]=3)[N:15]=2)[CH3:13])[CH2:8]1)=[O:6])([CH3:3])[CH3:2].C(O)(C(F)(F)F)=O.[CH3:53][C:54]1[CH:55]=[CH:56][C:57]([S:60]([OH:63])(=[O:62])=[O:61])=[CH:58][CH:59]=1. Product: [C:54]1([CH3:53])[CH:55]=[CH:56][C:57]([S:60]([OH:63])(=[O:61])=[O:62])=[CH:58][CH:59]=1.[CH:1]([O:4][C:5]([N:7]1[CH2:10][CH:9]([O:11][C@@H:12]([C:14]2[O:18][N:17]=[C:16]([C:19]3[CH:20]=[N:21][C:22]([N:25]4[CH2:29][C@H:28]([C:30]5[CH:35]=[C:34]([F:36])[CH:33]=[CH:32][C:31]=5[F:37])[C@@H:27]([NH2:38])[CH2:26]4)=[N:23][CH:24]=3)[N:15]=2)[CH3:13])[CH2:8]1)=[O:6])([CH3:2])[CH3:3]. The catalyst class is: 61.